Dataset: Catalyst prediction with 721,799 reactions and 888 catalyst types from USPTO. Task: Predict which catalyst facilitates the given reaction. (1) Product: [CH3:1][C:2]([CH3:19])([CH3:18])[CH2:3][CH2:4][C:5]1[CH:13]=[CH:12][C:8]([C:9]([OH:11])=[O:10])=[CH:7][C:6]=1[C:14]([F:15])([F:16])[F:17]. Reactant: [CH3:1][C:2]([CH3:19])([CH3:18])[C:3]#[C:4][C:5]1[CH:13]=[CH:12][C:8]([C:9]([OH:11])=[O:10])=[CH:7][C:6]=1[C:14]([F:17])([F:16])[F:15]. The catalyst class is: 465. (2) Reactant: [C:1]1([NH:7][C:8]2[N:9]=[CH:10][C:11]3[CH2:17][NH:16][CH2:15][CH2:14][C:12]=3[N:13]=2)[CH:6]=[CH:5][CH:4]=[CH:3][CH:2]=1.[N:18]([C:21]1[CH:22]=[N:23][CH:24]=[CH:25][CH:26]=1)=[C:19]=[O:20]. Product: [NH:7]([C:8]1[N:9]=[CH:10][C:11]2[CH2:17][N:16]([C:19]([NH:18][C:21]3[CH:22]=[N:23][CH:24]=[CH:25][CH:26]=3)=[O:20])[CH2:15][CH2:14][C:12]=2[N:13]=1)[C:1]1[CH:2]=[CH:3][CH:4]=[CH:5][CH:6]=1. The catalyst class is: 2. (3) Reactant: S(Cl)([Cl:3])=O.[Br:5][C:6]1[CH:11]=[CH:10][C:9]([CH2:12][CH2:13][S:14]([O-:17])(=O)=[O:15])=[CH:8][CH:7]=1.[Na+].C1C=CC=CC=1. Product: [Br:5][C:6]1[CH:11]=[CH:10][C:9]([CH2:12][CH2:13][S:14]([Cl:3])(=[O:17])=[O:15])=[CH:8][CH:7]=1. The catalyst class is: 9. (4) Reactant: Cl[CH2:2][C:3]1[N:4]=[C:5]([NH:18][C:19](=[O:28])[C:20]2[C:25]([F:26])=[CH:24][CH:23]=[CH:22][C:21]=2[F:27])[S:6][C:7]=1[C:8]1[CH:13]=[CH:12][CH:11]=[C:10]([C:14]([F:17])([F:16])[F:15])[CH:9]=1.[NH:29]([CH3:31])[CH3:30].CCN(CC)CC. Product: [CH3:30][N:29]([CH2:2][C:3]1[N:4]=[C:5]([NH:18][C:19](=[O:28])[C:20]2[C:25]([F:26])=[CH:24][CH:23]=[CH:22][C:21]=2[F:27])[S:6][C:7]=1[C:8]1[CH:13]=[CH:12][CH:11]=[C:10]([C:14]([F:17])([F:16])[F:15])[CH:9]=1)[CH3:31]. The catalyst class is: 1. (5) Reactant: [Si]([O:8][CH2:9][C@@H:10]([N:12]1[CH:16]=[C:15]([CH3:17])[N:14]=[CH:13]1)[CH3:11])(C(C)(C)C)(C)C.Cl. Product: [CH3:17][C:15]1[N:14]=[CH:13][N:12]([C@@H:10]([CH3:11])[CH2:9][OH:8])[CH:16]=1. The catalyst class is: 158. (6) Reactant: [CH2:1]([O:8][C:9]1[CH:48]=[CH:47][C:12]([CH2:13][C@H:14]([NH:35][C:36](=[O:46])[O:37][C@H:38]2[C@H:45]3[C@H:41]([O:42][CH2:43][CH2:44]3)[O:40][CH2:39]2)[C@H:15]([OH:34])[CH2:16][N:17]([CH2:30][CH:31]([CH3:33])[CH3:32])[S:18]([C:21]2[CH:26]=[CH:25][C:24]([N+:27]([O-:29])=[O:28])=[CH:23][CH:22]=2)(=[O:20])=[O:19])=[CH:11][CH:10]=1)[C:2]1[CH:7]=[CH:6][CH:5]=[CH:4][CH:3]=1.CO[C:51](OC)([CH3:53])[CH3:52].C1(C)C=CC(S(O)(=O)=O)=CC=1. Product: [CH2:1]([O:8][C:9]1[CH:10]=[CH:11][C:12]([CH2:13][C@H:14]2[C@@H:15]([CH2:16][N:17]([CH2:30][CH:31]([CH3:33])[CH3:32])[S:18]([C:21]3[CH:22]=[CH:23][C:24]([N+:27]([O-:29])=[O:28])=[CH:25][CH:26]=3)(=[O:19])=[O:20])[O:34][C:51]([CH3:53])([CH3:52])[N:35]2[C:36]([O:37][C@H:38]2[C@H:45]3[C@H:41]([O:42][CH2:43][CH2:44]3)[O:40][CH2:39]2)=[O:46])=[CH:47][CH:48]=1)[C:2]1[CH:3]=[CH:4][CH:5]=[CH:6][CH:7]=1. The catalyst class is: 4.